From a dataset of Full USPTO retrosynthesis dataset with 1.9M reactions from patents (1976-2016). Predict the reactants needed to synthesize the given product. (1) The reactants are: [Br:1][C:2]1[CH:3]=[CH:4][C:5]([N:8]2[CH2:12][CH2:11][C@@H:10](OS(C)(=O)=O)[CH2:9]2)=[N:6][CH:7]=1.Cl.[F:19][C@@H:20]1[CH2:24][CH2:23][NH:22][CH2:21]1.C([O-])([O-])=O.[Cs+].[Cs+]. Given the product [Br:1][C:2]1[CH:3]=[CH:4][C:5]([N:8]2[CH2:12][CH2:11][C@H:10]([N:22]3[CH2:23][CH2:24][C@@H:20]([F:19])[CH2:21]3)[CH2:9]2)=[N:6][CH:7]=1, predict the reactants needed to synthesize it. (2) Given the product [CH2:10]([O:9][C:7]([C:6]1[C:18]2[C:17](=[CH:22][CH:21]=[C:20]([OH:23])[CH:19]=2)[NH:12][C:1]=1[CH2:2][CH2:3][CH3:4])=[O:8])[CH3:11], predict the reactants needed to synthesize it. The reactants are: [C:1]([CH2:6][C:7]([O:9][CH2:10][CH3:11])=[O:8])(=O)[CH2:2][CH2:3][CH3:4].[NH3:12].C(O)(=O)C.[C:17]1(=O)[CH:22]=[CH:21][C:20](=[O:23])[CH:19]=[CH:18]1. (3) Given the product [CH:18]1[C:19]2[C:24](=[CH:23][CH:22]=[CH:21][CH:20]=2)[CH:25]=[CH:26][C:17]=1[S:14]([N:11]1[CH:12]=[CH:13][C:9](/[CH:8]=[CH:7]/[C:6]([OH:27])=[O:5])=[CH:10]1)(=[O:16])=[O:15], predict the reactants needed to synthesize it. The reactants are: C([O:5][C:6](=[O:27])/[CH:7]=[CH:8]/[C:9]1[CH:13]=[CH:12][N:11]([S:14]([C:17]2[CH:26]=[CH:25][C:24]3[C:19](=[CH:20][CH:21]=[CH:22][CH:23]=3)[CH:18]=2)(=[O:16])=[O:15])[CH:10]=1)(C)(C)C. (4) The reactants are: [Cl:1][C:2]1[CH:7]=[CH:6][C:5]([C:8]2[C:9]([O:18][CH2:19][C:20]([F:23])([F:22])[F:21])=[N:10][CH:11]=[C:12]([CH:17]=2)[C:13]([O:15]C)=[O:14])=[CH:4][C:3]=1[CH3:24].[Li+].[OH-].C1COCC1.Cl. Given the product [Cl:1][C:2]1[CH:7]=[CH:6][C:5]([C:8]2[C:9]([O:18][CH2:19][C:20]([F:23])([F:21])[F:22])=[N:10][CH:11]=[C:12]([CH:17]=2)[C:13]([OH:15])=[O:14])=[CH:4][C:3]=1[CH3:24], predict the reactants needed to synthesize it. (5) Given the product [ClH:21].[OH:13][C:14]1[CH:15]=[C:16]([N:17]2[C:10]([CH3:12])=[CH:6][C:4](=[O:5])[CH:3]=[C:2]2[CH3:1])[CH:18]=[CH:19][CH:20]=1, predict the reactants needed to synthesize it. The reactants are: [CH3:1][C:2]1OC(=O)[CH:6]([C:10]([CH3:12])=O)[C:4](=[O:5])[CH:3]=1.[OH:13][C:14]1[CH:15]=[C:16]([CH:18]=[CH:19][CH:20]=1)[NH2:17].[ClH:21]. (6) The reactants are: [NH2:1][C:2]1[CH:10]=[C:9]([O:11][CH3:12])[CH:8]=[C:7]([O:13][CH3:14])[C:3]=1[C:4]([NH2:6])=[O:5].[Br:15][C:16]1[N:21]=[C:20]([CH:22]=O)[CH:19]=[CH:18][C:17]=1[O:24][CH3:25].OS([O-])=O.[Na+].O.C1(C)C=CC(S(O)(=O)=O)=CC=1. Given the product [Br:15][C:16]1[N:21]=[C:20]([C:22]2[NH:6][C:4](=[O:5])[C:3]3[C:2](=[CH:10][C:9]([O:11][CH3:12])=[CH:8][C:7]=3[O:13][CH3:14])[N:1]=2)[CH:19]=[CH:18][C:17]=1[O:24][CH3:25], predict the reactants needed to synthesize it. (7) The reactants are: [CH3:1][C:2]1([CH3:11])[CH2:7][CH2:6][C:5](B(O)O)=[CH:4][CH2:3]1.Cl[C:13]1[C:18]([N+:19]([O-:21])=[O:20])=[CH:17][CH:16]=[CH:15][N:14]=1.C([O-])([O-])=O.[Na+].[Na+]. Given the product [CH3:1][C:2]1([CH3:11])[CH2:7][CH2:6][C:5]([C:13]2[C:18]([N+:19]([O-:21])=[O:20])=[CH:17][CH:16]=[CH:15][N:14]=2)=[CH:4][CH2:3]1, predict the reactants needed to synthesize it. (8) Given the product [CH3:22][O:23][C:24]1[N:29]=[C:28]([C:30]2[N:3]3[CH2:4][CH2:5][CH2:6][CH:7]([C:8]([O:10][CH2:11][CH3:12])=[O:9])[C:2]3=[N:33][N:32]=2)[CH:27]=[CH:26][C:25]=1[N:34]1[CH:38]=[C:37]([CH3:39])[N:36]=[CH:35]1, predict the reactants needed to synthesize it. The reactants are: O=[C:2]1[CH:7]([C:8]([O:10][CH2:11][CH3:12])=[O:9])[CH2:6][CH2:5][CH2:4][NH:3]1.F[B-](F)(F)F.C[O+](C)C.[CH3:22][O:23][C:24]1[N:29]=[C:28]([C:30]([NH:32][NH2:33])=O)[CH:27]=[CH:26][C:25]=1[N:34]1[CH:38]=[C:37]([CH3:39])[N:36]=[CH:35]1.